Dataset: Tyrosyl-DNA phosphodiesterase HTS with 341,365 compounds. Task: Binary Classification. Given a drug SMILES string, predict its activity (active/inactive) in a high-throughput screening assay against a specified biological target. (1) The compound is Clc1ccc(cc1)/C=N\NC(=O)C(=O)NC(c1ccccc1)C. The result is 0 (inactive). (2) The drug is s1c2c(CCCC2)c2c1nn[nH]c2=O. The result is 0 (inactive). (3) The drug is S(CC(=O)NC1(CCCCC1)C#N)c1nc([nH]n1)c1ccccc1. The result is 0 (inactive). (4) The drug is S(c1n(CC2CCC(CC2)C(=O)NCc2occc2)c(=O)c2c(n1)cccc2)CC(OCC)=O. The result is 0 (inactive). (5) The drug is S(c1nc2c(ccc(c2)C)cc1C#N)CC(=O)NNC(=O)Cc1ccccc1. The result is 0 (inactive). (6) The drug is O=C(N1CCN(CC1)C(=O)c1occc1)COC(=O)c1c(O)cccc1. The result is 0 (inactive). (7) The compound is O1CC(NC(=O)C(CC=CCC(C1=O)CC(OC(C)(C)C)=O)CC(=O)NC(Cc1ccccc1)CO)C(C)(C)C. The result is 0 (inactive). (8) The result is 0 (inactive). The molecule is OC(c1ccccc1)(c1ccccc1)C(=O)N\N=C\c1cc(OC)c(OC)cc1. (9) The molecule is Clc1cc(C(=O)Nc2ccc(S(=O)(=O)Nc3sc(nn3)CC)cc2)ccc1. The result is 0 (inactive). (10) The drug is Clc1c(NC(=S)NCCCn2ccnc2)ccc(Cl)c1. The result is 0 (inactive).